Predict the reaction yield, written as a fraction of the theoretical maximum amount of product (1.0 means a 100% yield; for example, 0.34 means a 34% yield). From a dataset of Reaction yield outcomes from USPTO patents with 853,638 reactions. The reactants are [O:1]1[C:5]2[CH:6]=[CH:7][C:8]([C:10]([OH:12])=O)=[CH:9][C:4]=2[O:3][CH2:2]1.[NH2:13][C@H:14]([CH:19]([CH3:21])[CH3:20])[C:15]([O:17][CH3:18])=[O:16]. No catalyst specified. The product is [O:3]1[C:4]2[CH:9]=[C:8]([C:10]([NH:13][C@H:14]([CH:19]([CH3:21])[CH3:20])[C:15]([O:17][CH3:18])=[O:16])=[O:12])[CH:7]=[CH:6][C:5]=2[O:1][CH2:2]1. The yield is 0.500.